From a dataset of Full USPTO retrosynthesis dataset with 1.9M reactions from patents (1976-2016). Predict the reactants needed to synthesize the given product. (1) Given the product [O:1]([CH2:8][CH:9]([C:11]1[CH:12]=[CH:13][C:14]([C:15]([OH:17])=[O:16])=[CH:19][CH:20]=1)[CH3:10])[C:2]1[CH:3]=[CH:4][CH:5]=[CH:6][CH:7]=1, predict the reactants needed to synthesize it. The reactants are: [O:1]([CH2:8][CH:9]([C:11]1[CH:20]=[CH:19][C:14]([C:15]([O:17]C)=[O:16])=[CH:13][CH:12]=1)[CH3:10])[C:2]1[CH:7]=[CH:6][CH:5]=[CH:4][CH:3]=1.[OH-].[Li+].Cl. (2) Given the product [NH2:8][C:5]1[CH:6]=[CH:7][C:2]([Cl:1])=[CH:3][C:4]=1[CH:16]([C:17]1[C:18]([C:23]([F:26])([F:25])[F:24])=[N:19][CH:20]=[CH:21][CH:22]=1)[OH:27], predict the reactants needed to synthesize it. The reactants are: [Cl:1][C:2]1[CH:7]=[CH:6][C:5]([NH:8]C(=O)OC(C)(C)C)=[C:4]([CH:16]([OH:27])[C:17]2[C:18]([C:23]([F:26])([F:25])[F:24])=[N:19][CH:20]=[CH:21][CH:22]=2)[CH:3]=1.Cl. (3) The reactants are: [C:1]1([NH2:8])[CH:6]=[CH:5][CH:4]=[C:3]([NH2:7])[CH:2]=1.[CH3:9][C:10]1[CH:18]=[C:17]([C:19]([F:28])([C:24]([F:27])([F:26])[F:25])[C:20]([F:23])([F:22])[F:21])[CH:16]=[CH:15][C:11]=1[C:12](Cl)=[O:13]. Given the product [NH2:7][C:3]1[CH:2]=[C:1]([NH:8][C:12](=[O:13])[C:11]2[CH:15]=[CH:16][C:17]([C:19]([F:28])([C:20]([F:21])([F:22])[F:23])[C:24]([F:25])([F:26])[F:27])=[CH:18][C:10]=2[CH3:9])[CH:6]=[CH:5][CH:4]=1, predict the reactants needed to synthesize it. (4) Given the product [CH2:9]([N:8]([CH2:11][CH3:12])[C:5]1[CH:6]=[CH:7][C:2]([NH:1][C:56]([C:55]2[CH:54]=[C:53]([CH2:52][CH2:51][CH2:50][O:49][CH2:48][CH2:47][O:46][CH2:45][CH2:44][O:43][CH2:42][CH2:41][O:40][CH2:39][CH2:38][C:37]([O:36][C:34]([CH3:63])([CH3:35])[CH3:33])=[O:62])[CH:61]=[CH:60][CH:59]=2)=[O:57])=[C:3]([C:13]2[CH:14]=[C:15]([C:16](=[O:17])[NH:18][CH2:19][C:20]3[CH:25]=[CH:24][CH:23]=[C:22]([C:26]([F:27])([F:28])[F:29])[CH:21]=3)[CH:30]=[CH:31][N:32]=2)[CH:4]=1)[CH3:10], predict the reactants needed to synthesize it. The reactants are: [NH2:1][C:2]1[CH:7]=[CH:6][C:5]([N:8]([CH2:11][CH3:12])[CH2:9][CH3:10])=[CH:4][C:3]=1[C:13]1[CH:14]=[C:15]([CH:30]=[CH:31][N:32]=1)[C:16]([NH:18][CH2:19][C:20]1[CH:25]=[CH:24][CH:23]=[C:22]([C:26]([F:29])([F:28])[F:27])[CH:21]=1)=[O:17].[CH3:33][C:34]([CH3:63])([O:36][C:37](=[O:62])[CH2:38][CH2:39][O:40][CH2:41][CH2:42][O:43][CH2:44][CH2:45][O:46][CH2:47][CH2:48][O:49][CH2:50][CH2:51][CH2:52][C:53]1[CH:54]=[C:55]([CH:59]=[CH:60][CH:61]=1)[C:56](O)=[O:57])[CH3:35].CCN(C(C)C)C(C)C.CN(C(ON1N=NC2C=CC=NC1=2)=[N+](C)C)C.F[P-](F)(F)(F)(F)F. (5) Given the product [CH2:36]([N:37]([CH2:38][C:39]1[CH:46]=[CH:45][C:42]([C:43]#[N:44])=[CH:41][CH:40]=1)[S:55]([C:50]1[CH:51]=[CH:52][C:53]([Cl:54])=[C:48]([Cl:47])[CH:49]=1)(=[O:57])=[O:56])[C:31]1[CH:1]=[CH:35][CH:34]=[CH:33][CH:32]=1, predict the reactants needed to synthesize it. The reactants are: [CH3:1]OC(=O)C1C=CC(N(CC2C=CC=CC=2)S(C2C=CC(OC)=CC=2)(=O)=O)=CC=1.N1[CH:35]=[CH:34][CH:33]=[CH:32][C:31]=1[CH2:36][NH:37][CH2:38][C:39]1[CH:46]=[CH:45][C:42]([C:43]#[N:44])=[CH:41][CH:40]=1.[Cl:47][C:48]1[CH:49]=[C:50]([S:55](Cl)(=[O:57])=[O:56])[CH:51]=[CH:52][C:53]=1[Cl:54]. (6) Given the product [CH3:1][NH:2][S:3]([C:6]1[CH:14]=[C:13]2[C:9]([C:10]([CH3:19])([CH3:18])[CH2:11][N:12]2[C:15](=[O:17])[CH3:16])=[CH:8][CH:7]=1)(=[O:5])=[O:4], predict the reactants needed to synthesize it. The reactants are: [CH3:1][NH:2][S:3]([C:6]1[CH:14]=[C:13]2[C:9]([C:10]([CH3:19])([CH3:18])[CH2:11][N:12]2[C:15](=[O:17])[CH3:16])=[CH:8][C:7]=1Br)(=[O:5])=[O:4].C(N(CC)CC)C.